This data is from Forward reaction prediction with 1.9M reactions from USPTO patents (1976-2016). The task is: Predict the product of the given reaction. (1) The product is: [Cl:1][C:2]1[CH:38]=[CH:37][C:5]([CH2:6][N:7]2[C:15]3[C:10](=[CH:11][CH:12]=[CH:13][CH:14]=3)[C:9]([C:16]([C:18]3[NH:19][CH:20]=[C:21]([C:23]4[CH:28]=[CH:27][CH:26]=[CH:25][N:24]=4)[N:22]=3)=[O:17])=[CH:8]2)=[CH:4][CH:3]=1. Given the reactants [Cl:1][C:2]1[CH:38]=[CH:37][C:5]([CH2:6][N:7]2[C:15]3[C:10](=[CH:11][CH:12]=[CH:13][CH:14]=3)[C:9]([C:16]([C:18]3[N:19](COCC[Si](C)(C)C)[CH:20]=[C:21]([C:23]4[CH:28]=[CH:27][CH:26]=[CH:25][N:24]=4)[N:22]=3)=[O:17])=[CH:8]2)=[CH:4][CH:3]=1, predict the reaction product. (2) Given the reactants [Br:1][C:2]1[CH:3]=[C:4]([OH:8])[CH:5]=[N:6][CH:7]=1.[F:9][C:10]1[CH:11]=[C:12]([CH2:16]O)[CH:13]=[CH:14][CH:15]=1.C1(P(C2C=CC=CC=2)C2C=CC=CC=2)C=CC=CC=1.CCOC(/N=N/C(OCC)=O)=O, predict the reaction product. The product is: [Br:1][C:2]1[CH:7]=[N:6][CH:5]=[C:4]([O:8][CH2:16][C:12]2[CH:13]=[CH:14][CH:15]=[C:10]([F:9])[CH:11]=2)[CH:3]=1.